Task: Predict which catalyst facilitates the given reaction.. Dataset: Catalyst prediction with 721,799 reactions and 888 catalyst types from USPTO (1) Reactant: [F:1][C:2]1[CH:7]=[CH:6][C:5](N)=[CH:4][C:3]=1[C:9]1[CH:10]=[N:11][CH:12]=[CH:13][CH:14]=1.N([O-])=O.[Na+].[OH-].[NH4+].[BrH:21]. Product: [Br:21][C:5]1[CH:6]=[CH:7][C:2]([F:1])=[C:3]([C:9]2[CH:10]=[N:11][CH:12]=[CH:13][CH:14]=2)[CH:4]=1. The catalyst class is: 38. (2) Reactant: [CH:1]1([NH:4][C:5]([C@H:7]2[CH2:11][CH2:10][CH2:9][NH:8]2)=O)[CH2:3][CH2:2]1.Cl. Product: [CH:1]1([NH:4][CH2:5][C@H:7]2[CH2:11][CH2:10][CH2:9][NH:8]2)[CH2:3][CH2:2]1. The catalyst class is: 1. (3) Reactant: C(O[C:4]([C:6]1[C:7]2[S:15][CH:14]=[C:13]([CH2:16][O:17][C:18]3[CH:23]=[CH:22][C:21]([Br:24])=[CH:20][CH:19]=3)[C:8]=2[C:9]([NH2:12])=[N:10][CH:11]=1)=[O:5])C.[NH2:25][CH2:26][CH:27]([OH:29])[CH3:28]. Product: [OH:29][CH:27]([CH3:28])[CH2:26][NH:25][C:4]([C:6]1[C:7]2[S:15][CH:14]=[C:13]([CH2:16][O:17][C:18]3[CH:19]=[CH:20][C:21]([Br:24])=[CH:22][CH:23]=3)[C:8]=2[C:9]([NH2:12])=[N:10][CH:11]=1)=[O:5]. The catalyst class is: 13. (4) Reactant: O/[CH:2]=[C:3]1/[CH2:4][C@:5]2([C:29]3[CH:34]=[CH:33][CH:32]=[CH:31][CH:30]=3)[C:14]3[N:13]=[C:12]([C:15]4[CH:20]=[CH:19][CH:18]=[CH:17][C:16]=4[O:21][CH3:22])[N:11]=[C:10]([O:23][CH3:24])[C:9]=3[CH2:8][CH2:7][C@H:6]2[C@H:25]([CH3:28])[C:26]/1=[O:27].Cl.[NH2:36]O. Product: [CH3:24][O:23][C:10]1[C:9]2[CH2:8][CH2:7][C@H:6]3[C@H:25]([CH3:28])[C:26]4[O:27][N:36]=[CH:2][C:3]=4[CH2:4][C@:5]3([C:29]3[CH:34]=[CH:33][CH:32]=[CH:31][CH:30]=3)[C:14]=2[N:13]=[C:12]([C:15]2[CH:20]=[CH:19][CH:18]=[CH:17][C:16]=2[O:21][CH3:22])[N:11]=1. The catalyst class is: 8. (5) Reactant: [NH:1]1[C:9]2[C:4](=[CH:5][CH:6]=[CH:7][CH:8]=2)[CH:3]=[C:2]1[C:10]([OH:12])=O.CN(C(ON1N=NC2C=CC=CC1=2)=[N+](C)C)C.[B-](F)(F)(F)F.C(NC(C)C)(C)C.[CH3:42][O:43][C:44](=[O:62])[CH2:45][C:46]1[C:47]([CH3:61])=[N:48][N:49]([CH2:52][C:53]2[CH:58]=[CH:57][C:56]([NH2:59])=[CH:55][C:54]=2[F:60])[C:50]=1[CH3:51].C([O-])([O-])=O.[K+].[K+]. Product: [CH3:42][O:43][C:44](=[O:62])[CH2:45][C:46]1[C:47]([CH3:61])=[N:48][N:49]([CH2:52][C:53]2[CH:58]=[CH:57][C:56]([NH:59][C:10]([C:2]3[NH:1][C:9]4[C:4]([CH:3]=3)=[CH:5][CH:6]=[CH:7][CH:8]=4)=[O:12])=[CH:55][C:54]=2[F:60])[C:50]=1[CH3:51]. The catalyst class is: 9.